From a dataset of Reaction yield outcomes from USPTO patents with 853,638 reactions. Predict the reaction yield, written as a fraction of the theoretical maximum amount of product (1.0 means a 100% yield; for example, 0.34 means a 34% yield). The reactants are [CH3:1][O:2][C:3](=[O:20])[C:4](=[N:12][NH:13][C:14]1[CH:19]=[CH:18][CH:17]=[CH:16][CH:15]=1)[C:5](=[O:11])[CH2:6][C:7](OC)=[O:8]. The catalyst is ClC1C=CC=CC=1Cl. The product is [CH3:1][O:2][C:3]([C:4]1[C:5]([OH:11])=[CH:6][C:7](=[O:8])[N:13]([C:14]2[CH:19]=[CH:18][CH:17]=[CH:16][CH:15]=2)[N:12]=1)=[O:20]. The yield is 0.990.